Dataset: Clinical trial toxicity outcomes and FDA approval status for drugs. Task: Regression/Classification. Given a drug SMILES string, predict its toxicity properties. Task type varies by dataset: regression for continuous values (e.g., LD50, hERG inhibition percentage) or binary classification for toxic/non-toxic outcomes (e.g., AMES mutagenicity, cardiotoxicity, hepatotoxicity). Dataset: clintox. (1) The drug is COCCNC(=O)CN(CCN(CC[NH+](CC(=O)[O-])CC(=O)NCCOC)CC(=O)[O-])CC(=O)[O-]. The result is 0 (passed clinical trial). (2) The drug is CN(C)c1ccc(C(=C2C=CC(=[N+](C)C)C=C2)c2ccc(N(C)C)cc2)cc1. The result is 0 (passed clinical trial). (3) The drug is CC(=O)OCC(=O)[C@@]1(O)[C@@H](C)C[C@H]2[C@@H]3CCC4=CC(=O)C=C[C@]4(C)[C@@]3(F)[C@@H](O)C[C@@]21C. The result is 0 (passed clinical trial). (4) The drug is CCCCOc1cc(C(=O)OCC[NH+](CC)CC)ccc1N. The result is 0 (passed clinical trial).